This data is from Reaction yield outcomes from USPTO patents with 853,638 reactions. The task is: Predict the reaction yield, written as a fraction of the theoretical maximum amount of product (1.0 means a 100% yield; for example, 0.34 means a 34% yield). (1) The catalyst is C(O)(=O)C.C1(C)C=CC=CC=1. The yield is 0.800. The reactants are [N:1](OCCC(C)C)=O.[CH2:9]([O:11][C:12](=[O:35])[C@@H:13]([CH2:20][C:21]1[CH:26]=[C:25]([Cl:27])[C:24]([NH2:28])=[C:23]([CH3:29])[C:22]=1[CH2:30][O:31][C:32](=[O:34])[CH3:33])[CH2:14][C:15]([O:17][CH2:18][CH3:19])=[O:16])[CH3:10].C([O-])(=O)C.[K+]. The product is [CH2:9]([O:11][C:12](=[O:35])[C@@H:13]([CH2:20][C:21]1[C:22]([CH2:30][O:31][C:32](=[O:34])[CH3:33])=[C:23]2[C:24](=[C:25]([Cl:27])[CH:26]=1)[NH:28][N:1]=[CH:29]2)[CH2:14][C:15]([O:17][CH2:18][CH3:19])=[O:16])[CH3:10]. (2) The reactants are [NH2:1][C@@H:2]([CH2:33][C:34]1[CH:39]=[CH:38][CH:37]=[CH:36][CH:35]=1)[C@@H:3]([OH:32])[CH2:4][C@@H:5]([NH:19][C:20]([C@@H:22]([NH:27][C:28](=[O:31])[O:29][CH3:30])[C:23]([CH3:26])([CH3:25])[CH3:24])=[O:21])[CH2:6][C:7]1[CH:12]=[CH:11][C:10]([C:13]2[CH:18]=[CH:17][CH:16]=[CH:15][N:14]=2)=[CH:9][CH:8]=1.[OH:40][C@@H:41]([C:45]([CH3:48])([CH3:47])[CH3:46])[C:42](O)=[O:43].CCOP(ON1N=NC2C=CC=CC=2C1=O)(OCC)=O.C(N(CC)C(C)C)(C)C. The catalyst is O1CCCC1. The product is [OH:32][C@H:3]([C@@H:2]([NH:1][C:42](=[O:43])[C@@H:41]([OH:40])[C:45]([CH3:48])([CH3:47])[CH3:46])[CH2:33][C:34]1[CH:35]=[CH:36][CH:37]=[CH:38][CH:39]=1)[CH2:4][C@@H:5]([NH:19][C:20]([C@@H:22]([NH:27][C:28](=[O:31])[O:29][CH3:30])[C:23]([CH3:26])([CH3:25])[CH3:24])=[O:21])[CH2:6][C:7]1[CH:12]=[CH:11][C:10]([C:13]2[CH:18]=[CH:17][CH:16]=[CH:15][N:14]=2)=[CH:9][CH:8]=1. The yield is 0.210. (3) The reactants are [NH2:1][C@H:2]([CH2:7][C:8]1[CH:13]=[C:12]([F:14])[C:11]([F:15])=[CH:10][C:9]=1[F:16])[CH2:3][C:4]([OH:6])=[O:5].[C:17](O[C:17]([O:19][C:20]([CH3:23])([CH3:22])[CH3:21])=[O:18])([O:19][C:20]([CH3:23])([CH3:22])[CH3:21])=[O:18].C(N(CC)CC)C. The catalyst is ClCCl. The product is [C:20]([O:19][C:17]([NH:1][C@H:2]([CH2:7][C:8]1[CH:13]=[C:12]([F:14])[C:11]([F:15])=[CH:10][C:9]=1[F:16])[CH2:3][C:4]([OH:6])=[O:5])=[O:18])([CH3:23])([CH3:22])[CH3:21]. The yield is 0.817. (4) The reactants are C(OC([N:8]1[CH2:12][CH2:11][CH2:10][C@@H:9]1[CH2:13][O:14][C:15]1[CH:20]=[CH:19][C:18]([CH2:21][C:22]2[CH:27]=[CH:26][C:25]([C:28]3[O:29][CH:30]=[CH:31][N:32]=3)=[CH:24][CH:23]=2)=[CH:17][CH:16]=1)=O)(C)(C)C.Cl.O1CCOCC1. No catalyst specified. The product is [NH:8]1[CH2:12][CH2:11][CH2:10][C@@H:9]1[CH2:13][O:14][C:15]1[CH:20]=[CH:19][C:18]([CH2:21][C:22]2[CH:27]=[CH:26][C:25]([C:28]3[O:29][CH:30]=[CH:31][N:32]=3)=[CH:24][CH:23]=2)=[CH:17][CH:16]=1. The yield is 0.800. (5) The reactants are Cl[C:2]1[N:7]=[C:6]([C:8]2[C:9]([C:17]3[CH:18]=[C:19]([NH:23][C:24](=[O:33])[C:25]4[C:30]([F:31])=[CH:29][CH:28]=[CH:27][C:26]=4[F:32])[CH:20]=[CH:21][CH:22]=3)=[N:10][N:11]3[CH:16]=[CH:15][CH:14]=[CH:13][C:12]=23)[CH:5]=[CH:4][N:3]=1.[N:34]1([C:40]2[CH:46]=[CH:45][C:43]([NH2:44])=[CH:42][CH:41]=2)[CH2:39][CH2:38][O:37][CH2:36][CH2:35]1.Cl. The catalyst is CCO. The product is [F:32][C:26]1[CH:27]=[CH:28][CH:29]=[C:30]([F:31])[C:25]=1[C:24]([NH:23][C:19]1[CH:20]=[CH:21][CH:22]=[C:17]([C:9]2[C:8]([C:6]3[CH:5]=[CH:4][N:3]=[C:2]([NH:44][C:43]4[CH:42]=[CH:41][C:40]([N:34]5[CH2:39][CH2:38][O:37][CH2:36][CH2:35]5)=[CH:46][CH:45]=4)[N:7]=3)=[C:12]3[CH:13]=[CH:14][CH:15]=[CH:16][N:11]3[N:10]=2)[CH:18]=1)=[O:33]. The yield is 0.430. (6) The reactants are Br[Zn][CH2:3][C:4]([O:6][CH2:7][CH3:8])=[O:5].[CH3:9][C:10]1[C:11](=[O:18])[C:12]([CH3:17])=[CH:13][C:14](=[O:16])[CH:15]=1.Cl.C(OCC)(=O)C. The catalyst is C1COCC1. The product is [CH2:7]([O:6][C:4](=[O:5])[CH2:3][C:14]1([OH:16])[CH:13]=[C:12]([CH3:17])[C:11](=[O:18])[C:10]([CH3:9])=[CH:15]1)[CH3:8]. The yield is 0.800. (7) The reactants are Cl.[O:2]1[C:8]2[CH:9]=[CH:10][C:11]([C:13]3[S:17][C:16]([NH:18][C:19](=[O:21])[CH3:20])=[N:15][CH:14]=3)=[CH:12][C:7]=2[CH2:6][NH:5][CH2:4][CH2:3]1.Cl[C:23]1[C:28]([CH2:29][C:30]2[CH:35]=[CH:34][C:33]([F:36])=[CH:32][CH:31]=2)=[C:27]([CH3:37])[N:26]=[CH:25][N:24]=1.C(N(C(C)C)CC)(C)C. The catalyst is CN1CCCC1. The product is [F:36][C:33]1[CH:32]=[CH:31][C:30]([CH2:29][C:28]2[C:23]([N:5]3[CH2:6][C:7]4[CH:12]=[C:11]([C:13]5[S:17][C:16]([NH:18][C:19](=[O:21])[CH3:20])=[N:15][CH:14]=5)[CH:10]=[CH:9][C:8]=4[O:2][CH2:3][CH2:4]3)=[N:24][CH:25]=[N:26][C:27]=2[CH3:37])=[CH:35][CH:34]=1. The yield is 0.470. (8) The catalyst is ClCCl. The yield is 0.898. The reactants are [O:1]([C:8]1[N:13]=[CH:12][C:11]([CH2:14]O)=[CH:10][CH:9]=1)[C:2]1[CH:7]=[CH:6][CH:5]=[CH:4][CH:3]=1.S(Cl)([Cl:18])=O.C(=O)(O)[O-].[Na+]. The product is [Cl:18][CH2:14][C:11]1[CH:10]=[CH:9][C:8]([O:1][C:2]2[CH:7]=[CH:6][CH:5]=[CH:4][CH:3]=2)=[N:13][CH:12]=1. (9) The reactants are [CH3:1][C:2]1[CH:7]=[CH:6][C:5]([CH:8]([C:16]([O:18][C:19]([CH3:22])([CH3:21])[CH3:20])=[O:17])[C:9]([O:11][C:12]([CH3:15])([CH3:14])[CH3:13])=[O:10])=[C:4]([N+:23]([O-])=O)[CH:3]=1. The catalyst is C(OCC)(=O)C.[Pd]. The product is [NH2:23][C:4]1[CH:3]=[C:2]([CH3:1])[CH:7]=[CH:6][C:5]=1[CH:8]([C:9]([O:11][C:12]([CH3:15])([CH3:14])[CH3:13])=[O:10])[C:16]([O:18][C:19]([CH3:22])([CH3:20])[CH3:21])=[O:17]. The yield is 1.00.